This data is from Reaction yield outcomes from USPTO patents with 853,638 reactions. The task is: Predict the reaction yield, written as a fraction of the theoretical maximum amount of product (1.0 means a 100% yield; for example, 0.34 means a 34% yield). (1) The catalyst is C(Cl)Cl. The yield is 0.656. The product is [CH3:10][O:9][C:8]1[CH:7]=[CH:6][C:5]([C:11]2[CH:15]=[C:14]([CH2:16][CH2:17][CH2:18][N:28]3[CH2:27][CH2:26][N:25]([CH2:24][C:23]4[CH:31]=[CH:32][CH:33]=[CH:34][C:22]=4[C:21]([F:35])([F:36])[F:20])[CH2:30][CH2:29]3)[O:13][N:12]=2)=[CH:4][C:3]=1[O:2][CH3:1]. The reactants are [CH3:1][O:2][C:3]1[CH:4]=[C:5]([C:11]2[CH:15]=[C:14]([CH2:16][CH2:17][CH:18]=O)[O:13][N:12]=2)[CH:6]=[CH:7][C:8]=1[O:9][CH3:10].[F:20][C:21]([F:36])([F:35])[C:22]1[CH:34]=[CH:33][CH:32]=[CH:31][C:23]=1[CH2:24][N:25]1[CH2:30][CH2:29][NH:28][CH2:27][CH2:26]1.[BH-](OC(C)=O)(OC(C)=O)OC(C)=O.[Na+]. (2) The reactants are [C:1]([BH3-])#N.[Na+].Cl.[S:6]1[C:14]2[CH2:13][CH2:12][NH:11][CH2:10][C:9]=2[CH:8]=[CH:7]1.C=O. The catalyst is ClCCl. The product is [CH3:1][N:11]1[CH2:12][CH2:13][C:14]2[S:6][CH:7]=[CH:8][C:9]=2[CH2:10]1. The yield is 0.330. (3) The reactants are [N:1]1[C:10]2[CH:9]([NH:11][CH2:12][CH2:13][CH2:14][CH2:15][N:16]3[C:24](=[O:25])[C:23]4[C:18](=[CH:19][CH:20]=[CH:21][CH:22]=4)[C:17]3=[O:26])[CH2:8][CH2:7][CH2:6][C:5]=2[CH:4]=[CH:3][CH:2]=1.C(O[BH-](O[C:37](=O)[CH3:38])OC(=O)C)(=O)C.[Na+]. The catalyst is C(Cl)Cl. The product is [CH2:2]([N:1]1[CH:10]=[C:9]([CH3:8])[N:11]=[C:37]1[CH2:38][N:11]([CH:9]1[C:10]2[N:1]=[CH:2][CH:3]=[CH:4][C:5]=2[CH2:6][CH2:7][CH2:8]1)[CH2:12][CH2:13][CH2:14][CH2:15][N:16]1[C:24](=[O:25])[C:23]2[C:18](=[CH:19][CH:20]=[CH:21][CH:22]=2)[C:17]1=[O:26])[CH:3]=[CH2:4]. The yield is 0.310. (4) The reactants are [Li+].[B-](CC)(CC)CC.[CH:9]1[C:21]2[CH:20]([O:22][C:23](=[O:104])[N:24]([CH3:103])[C@@H:25]([CH:100]([CH3:102])[CH3:101])[C:26]([NH:28][C@@H:29]([CH3:99])[C:30]([NH:32][C:33]3[CH:38]=[CH:37][C:36]([C:39]4[CH2:40][CH:41]5[C:47](=O)[N:46](COCC[Si](C)(C)C)[C:45]6[CH:57]=[C:58]([O:63][CH2:64][CH2:65][CH2:66][O:67][C:68]7[C:69]([O:95][CH3:96])=[CH:70][C:71]8[C:77](=[O:78])[N:76]9[CH:79]=[C:80]([CH:82]%10[CH2:84][CH2:83]%10)[CH2:81][CH:75]9[C:74](=O)[N:73](COCC[Si](C)(C)C)[C:72]=8[CH:94]=7)[C:59]([O:61][CH3:62])=[CH:60][C:44]=6[C:43](=[O:97])[N:42]5[CH:98]=4)=[CH:35][CH:34]=3)=[O:31])=[O:27])[C:19]3[C:14](=[CH:15][CH:16]=[CH:17][CH:18]=3)[C:13]=2[CH:12]=[CH:11][CH:10]=1. The catalyst is C1COCC1. The product is [CH:18]1[C:19]2[CH:20]([O:22][C:23](=[O:104])[N:24]([CH3:103])[C@@H:25]([CH:100]([CH3:101])[CH3:102])[C:26]([NH:28][C@@H:29]([CH3:99])[C:30]([NH:32][C:33]3[CH:38]=[CH:37][C:36]([C:39]4[CH2:40][CH:41]5[CH:47]=[N:46][C:45]6[CH:57]=[C:58]([O:63][CH2:64][CH2:65][CH2:66][O:67][C:68]7[C:69]([O:95][CH3:96])=[CH:70][C:71]8[C:77](=[O:78])[N:76]9[CH:79]=[C:80]([CH:82]%10[CH2:84][CH2:83]%10)[CH2:81][CH:75]9[CH:74]=[N:73][C:72]=8[CH:94]=7)[C:59]([O:61][CH3:62])=[CH:60][C:44]=6[C:43](=[O:97])[N:42]5[CH:98]=4)=[CH:35][CH:34]=3)=[O:31])=[O:27])[C:21]3[C:13](=[CH:12][CH:11]=[CH:10][CH:9]=3)[C:14]=2[CH:15]=[CH:16][CH:17]=1. The yield is 0.780. (5) The reactants are S(=O)(=O)(O)O.[Br:6][C:7]1[CH:12]=[C:11]([F:13])[C:10]([CH2:14][C:15]#[N:16])=[C:9]([F:17])[CH:8]=1.[OH-:18].[NH4+]. The catalyst is C(O)(=O)C. The product is [Br:6][C:7]1[CH:8]=[C:9]([F:17])[C:10]([CH2:14][C:15]([NH2:16])=[O:18])=[C:11]([F:13])[CH:12]=1. The yield is 0.780. (6) The reactants are [Br:1][C:2]1[CH:7]=[CH:6][C:5]([CH:8](Br)[CH3:9])=[CH:4][CH:3]=1.[N:11]1[CH:16]=[CH:15][CH:14]=[CH:13][C:12]=1[OH:17].C(=O)([O-])[O-].[Cs+].[Cs+]. The catalyst is CN(C)C=O. The product is [Br:1][C:2]1[CH:7]=[CH:6][C:5]([CH:8]([N:11]2[CH:16]=[CH:15][CH:14]=[CH:13][C:12]2=[O:17])[CH3:9])=[CH:4][CH:3]=1. The yield is 0.760. (7) The reactants are C([O:8][N:9]1[C:15](=[O:16])[N:14]2[CH2:17][C@H:10]1[CH2:11][CH2:12][C@H:13]2[C:18]([NH:20][O:21][CH2:22][C:23]([O:25][C:26]([CH3:29])([CH3:28])[CH3:27])=[O:24])=[O:19])C1C=CC=CC=1.[H][H]. The catalyst is CO.[Pd]. The product is [OH:8][N:9]1[C:15](=[O:16])[N:14]2[CH2:17][C@H:10]1[CH2:11][CH2:12][C@H:13]2[C:18]([NH:20][O:21][CH2:22][C:23]([O:25][C:26]([CH3:29])([CH3:28])[CH3:27])=[O:24])=[O:19]. The yield is 0.890. (8) The reactants are [CH:1]1([NH:5][C:6]([C:8]2[CH:12]=[C:11]([N+:13]([O-])=O)[NH:10][N:9]=2)=[O:7])[CH2:4][CH2:3][CH2:2]1. The catalyst is C(O)C.[Pt]=O. The product is [NH2:13][C:11]1[NH:10][N:9]=[C:8]([C:6]([NH:5][CH:1]2[CH2:2][CH2:3][CH2:4]2)=[O:7])[CH:12]=1. The yield is 0.870. (9) The reactants are C([O:3][C:4]([C:6]1[CH:11]=[CH:10][N:9]2[N:12]=[CH:13][C:14]([C:15]3[CH:20]=[CH:19][CH:18]=[C:17]([Cl:21])[CH:16]=3)=[C:8]2[N:7]=1)=[O:5])C.CO.[OH-].[Na+].Cl. The catalyst is O1CCCC1. The product is [Cl:21][C:17]1[CH:16]=[C:15]([C:14]2[CH:13]=[N:12][N:9]3[CH:10]=[CH:11][C:6]([C:4]([OH:5])=[O:3])=[N:7][C:8]=23)[CH:20]=[CH:19][CH:18]=1. The yield is 0.860.